From a dataset of Reaction yield outcomes from USPTO patents with 853,638 reactions. Predict the reaction yield, written as a fraction of the theoretical maximum amount of product (1.0 means a 100% yield; for example, 0.34 means a 34% yield). The reactants are C([O:8][C:9]1[CH:19]=[CH:18][C:12]([O:13][CH2:14][CH2:15][CH2:16][Br:17])=[CH:11][CH:10]=1)C1C=CC=CC=1. The catalyst is C1COCC1.[Pd]. The product is [Br:17][CH2:16][CH2:15][CH2:14][O:13][C:12]1[CH:18]=[CH:19][C:9]([OH:8])=[CH:10][CH:11]=1. The yield is 0.980.